From a dataset of Peptide-MHC class I binding affinity with 185,985 pairs from IEDB/IMGT. Regression. Given a peptide amino acid sequence and an MHC pseudo amino acid sequence, predict their binding affinity value. This is MHC class I binding data. (1) The peptide sequence is DIINSVSII. The MHC is HLA-A02:03 with pseudo-sequence HLA-A02:03. The binding affinity (normalized) is 0.452. (2) The peptide sequence is MSDMSSKN. The MHC is H-2-Kb with pseudo-sequence H-2-Kb. The binding affinity (normalized) is 0. (3) The peptide sequence is IYRGVNFAE. The MHC is HLA-A24:02 with pseudo-sequence HLA-A24:02. The binding affinity (normalized) is 0.213. (4) The binding affinity (normalized) is 0.626. The peptide sequence is SQDDNYFTL. The MHC is HLA-B15:09 with pseudo-sequence HLA-B15:09. (5) The peptide sequence is YRYKMPVME. The MHC is HLA-B73:01 with pseudo-sequence HLA-B73:01. The binding affinity (normalized) is 0.317. (6) The peptide sequence is VLTDFKTWL. The MHC is HLA-A02:06 with pseudo-sequence HLA-A02:06. The binding affinity (normalized) is 0.543. (7) The peptide sequence is ISFHLVEDF. The MHC is H-2-Kb with pseudo-sequence H-2-Kb. The binding affinity (normalized) is 0.241. (8) The peptide sequence is EASTWLDIF. The MHC is HLA-A24:03 with pseudo-sequence HLA-A24:03. The binding affinity (normalized) is 0.0847.